This data is from Experimentally validated miRNA-target interactions with 360,000+ pairs, plus equal number of negative samples. The task is: Binary Classification. Given a miRNA mature sequence and a target amino acid sequence, predict their likelihood of interaction. (1) The miRNA is hsa-miR-2355-3p with sequence AUUGUCCUUGCUGUUUGGAGAU. The protein sequence of the target gene is MADFDDRVSDEEKVRIAAKFITHAPPGEFNEVFNDVRLLLNNDNLLREGAAHAFAQYNMDQFTPVKIEGYEDQVLITEHGDLGNSRFLDPRNKISFKFDHLRKEASDPQPEEADGGLKSWRESCDSALRAYVKDHYSNGFCTVYAKTIDGQQTIIACIESHQFQPKNFWNGRWRSEWKFTITPPTAQVVGVLKIQVHYYEDGNVQLVSHKDVQDSLTVSNEAQTAKEFIKIIENAENEYQTAISENYQTMSDTTFKALRRQLPVTRTKIDWNKILSYKIGKEMQNA. Result: 0 (no interaction). (2) The miRNA is hsa-miR-887-5p with sequence CUUGGGAGCCCUGUUAGACUC. Result: 1 (interaction). The protein sequence of the target gene is MRLKMTTRNFPEREVPCDVEVERFTREVPCLSSLGDGWDCENQEGHLRQSALTLEKPGTQEAICEYPGFGEHLIASSDLPPSQRVLATNGFHAPDSNVSGLDCDPALPSYPKSYADKRTGDSDACGKGFNHSMEVIHGRNPVREKPYKYPESVKSFNHFTSLGHQKIMKRGKKSYEGKNFENIFTLSSSLNENQRNLPGEKQYRCTECGKCFKRNSSLVLHHRTHTGEKPYTCNECGKSFSKNYNLIVHQRIHTGEKPYECSKCGKAFSDGSALTQHQRIHTGEKPYECLECGKTFNRNS.... (3) The miRNA is hsa-miR-515-3p with sequence GAGUGCCUUCUUUUGGAGCGUU. The protein sequence of the target gene is MADNLPTEFDVVIIGTGLPESILAAACSRSGQRVLHIDSRSYYGGNWASFSFSGLLSWLKEYQQNNDIGEESTVVWQDLIHETEEAITLRKKDETIQHTEAFCYASQDMEDNVEEIGALQKNPSLGVSNTFTEVLDSALPEESQLSYFNSDEMPAKHTQKSDTEISLEVTDVEESVEKEKYCGDKTCMHTVSDKDGDKDESKSTVEDKADEPIRNRITYSQIVKEGRRFNIDLVSKLLYSQGLLIDLLIKSDVSRYVEFKNVTRILAFREGKVEQVPCSRADVFNSKELTMVEKRMLMKF.... Result: 1 (interaction). (4) The miRNA is hsa-miR-524-5p with sequence CUACAAAGGGAAGCACUUUCUC. The protein sequence of the target gene is MIAWRLPLCVLLVASVESHLGALGPKNVSQKDAEFERTYADDVNSELVNIYTFNHTVTRNRTEGVRVSVNVLNKQKGAPLLFVVRQKEAVVSFQVPLILRGLYQRKYLYQKVERTLCQPPTKNESEIQFFYVDVSTLSPVNTTYQLRVNRVDNFVLRTGELFTFNTTAAQPQYFKYEFPDGVDSVIVKVTSKKAFPCSVISIQDVLCPVYDLDNNVAFIGMYQTMTKKAAITVQRKDFPSNSFYVVVVVKTEDQACGGSLPFYPFVEDEPVDQGHRQKTLSVLVSQAVTSEAYVGGMLFC.... Result: 0 (no interaction). (5) The miRNA is hsa-miR-8083 with sequence CAGGACUUGACGGCUGCAACU. The protein sequence of the target gene is MFRDPTAGWLTPPSPLSLLVMLLLLSRVGALRPDELFPYGESWGDQLLPEGDDESSAAVKLAIPLRFYDAQFSSLYVGTNGIISTQDFPRETQYVDDDFPTDFPAIAPFLADIDTSHSRGRILYREDTSGAVLSLAARYVRTGFPLSGSSFTPTHAFLATWEHVGAYEEVSRGAAPSGELNTFQAVLASDESDTYALFLYPANGLQFFGTRPKESYNVQLQLPARVGFCRGEADDLKREALYFSLTNTEQSVKNLYQLSNLGIPGVWAFHIGSRFALDNVRPATVGGDPSTARSSALEHP.... Result: 0 (no interaction). (6) The miRNA is hsa-miR-4749-3p with sequence CGCCCCUCCUGCCCCCACAG. The protein sequence of the target gene is MELSEPIVENGETEMSPEESWEHKEEISEAEPGGGSLGDGRPPEESAHEMMEEEEEIPKPKSVVAPPGAPKKEHVNVVFIGHVDAGKSTIGGQIMYLTGMVDKRTLEKYEREAKEKNRETWYLSWALDTNQEERDKGKTVEVGRAYFETEKKHFTILDAPGHKSFVPNMIGGASQADLAVLVISARKGEFETGFEKGGQTREHAMLAKTAGVKHLIVLINKMDDPTVNWSNERYEECKEKLVPFLKKVGFNPKKDIHFMPCSGLTGANLKEQSDFCPWYIGLPFIPYLDNLPNFNRSVDG.... Result: 0 (no interaction). (7) The miRNA is hsa-miR-645 with sequence UCUAGGCUGGUACUGCUGA. The protein sequence of the target gene is MSLARGHGDTAASTAAPLSEEGEVTSGLQALAVEDTGGPSASAGKAEDEGEGGREETEREGSGGEEAQGEVPSAGGEEPAEEDSEDWCVPCSDEEVELPADGQPWMPPPSEIQRLYELLAAHGTLELQAEILPRRPPTPEAQSEEERSDEEPEAKEEEEEKPHMPTEFDFDDEPVTPKDSLIDRRRTPGSSARSQKREARLDKVLSDMKRHKKLEEQILRTGRDLFSLDSEDPSPASPPLRSSGSSLFPRQRKY. Result: 0 (no interaction). (8) The miRNA is hsa-miR-6854-3p with sequence UGCGUUUCUCCUCUUGAGCAG. The protein sequence of the target gene is MSEPHRVQFTSVPGSLNPAFLKKSRKEEVGGTEQHQDCEPAAAAVRITLTLFEPDHKRCPEFFYPELVKNIRGKVKGLHPGDKKKDVLDPFNDEEKERHKVEALARKFEEKYGGKKRRKDRIQDLIDMGYGYDESDSFIDNSEAYDELVPASLTTKYGGFYINSGTLQFRQASESEDDFIKEKKKKSPKKRKLKEGGEKIKKKKKDDTYDKEKKSKKSKFSKAGFTALNASKEKKKKKYSGSLSVREMLKKFQKEKEAQKKREEEHKPVAVSSIEAQGLRELEGTSDPLLSLFGSTSDND.... Result: 0 (no interaction).